This data is from Catalyst prediction with 721,799 reactions and 888 catalyst types from USPTO. The task is: Predict which catalyst facilitates the given reaction. Reactant: [Cl:1][C:2]1[C:3]([O:12][C:13]2[CH:18]=[C:17]([O:19][CH2:20][CH2:21][C:22]([OH:25])([CH3:24])[CH3:23])[CH:16]=[CH:15][C:14]=2/[CH:26]=[CH:27]/[C:28]([OH:30])=O)=[N:4][CH:5]=[C:6]([C:8]([F:11])([F:10])[F:9])[CH:7]=1.Cl.C(N=C=NCCCN(C)C)C.[CH2:43]([S:48]([NH2:51])(=[O:50])=[O:49])[CH2:44][CH2:45][CH2:46][CH3:47].Cl. Product: [Cl:1][C:2]1[C:3]([O:12][C:13]2[CH:18]=[C:17]([O:19][CH2:20][CH2:21][C:22]([OH:25])([CH3:23])[CH3:24])[CH:16]=[CH:15][C:14]=2/[CH:26]=[CH:27]/[C:28]([NH:51][S:48]([CH2:43][CH2:44][CH2:45][CH2:46][CH3:47])(=[O:50])=[O:49])=[O:30])=[N:4][CH:5]=[C:6]([C:8]([F:9])([F:11])[F:10])[CH:7]=1. The catalyst class is: 766.